This data is from Forward reaction prediction with 1.9M reactions from USPTO patents (1976-2016). The task is: Predict the product of the given reaction. (1) Given the reactants Br[C:2]1[S:6][C:5]([CH2:7][OH:8])=[C:4]([CH3:9])[CH:3]=1.[F:10][C:11]([F:22])([F:21])[C:12]1[CH:17]=[CH:16][C:15](B(O)O)=[CH:14][CH:13]=1.C([O-])([O-])=O.[K+].[K+], predict the reaction product. The product is: [F:10][C:11]([F:22])([F:21])[C:12]1[CH:17]=[CH:16][C:15]([C:2]2[S:6][C:5]([CH2:7][OH:8])=[C:4]([CH3:9])[CH:3]=2)=[CH:14][CH:13]=1. (2) Given the reactants [F:1][C:2]1[CH:3]=[CH:4][C:5]([N+:11]([O-:13])=[O:12])=[C:6]([CH:10]=1)[C:7]([OH:9])=[O:8].[C:14]([O-])([O-])=O.[K+].[K+].COS(OC)(=O)=O, predict the reaction product. The product is: [F:1][C:2]1[CH:3]=[CH:4][C:5]([N+:11]([O-:13])=[O:12])=[C:6]([CH:10]=1)[C:7]([O:9][CH3:14])=[O:8]. (3) Given the reactants [Br:1][C:2]1[C:3]([CH3:12])=[C:4]([CH:8]=[C:9]([I:11])[CH:10]=1)[C:5]([OH:7])=O.Cl.[NH2:14][CH2:15][C:16]1[C:17](=[O:24])[NH:18][C:19]([CH3:23])=[CH:20][C:21]=1[CH3:22].F[P-](F)(F)(F)(F)F.N1(OC(N(C)C)=[N+](C)C)C2N=CC=CC=2N=N1.C(N(CC)CC)C, predict the reaction product. The product is: [Br:1][C:2]1[C:3]([CH3:12])=[C:4]([CH:8]=[C:9]([I:11])[CH:10]=1)[C:5]([NH:14][CH2:15][C:16]1[C:17](=[O:24])[NH:18][C:19]([CH3:23])=[CH:20][C:21]=1[CH3:22])=[O:7]. (4) Given the reactants [CH2:1]([O:8][C:9]1[C:13]2[C:14]([CH2:19][OH:20])=[N:15][C:16]([Cl:18])=[CH:17][C:12]=2[N:11]([C:21]([C:34]2[CH:39]=[CH:38][CH:37]=[CH:36][CH:35]=2)([C:28]2[CH:33]=[CH:32][CH:31]=[CH:30][CH:29]=2)[C:22]2[CH:27]=[CH:26][CH:25]=[CH:24][CH:23]=2)[N:10]=1)[C:2]1[CH:7]=[CH:6][CH:5]=[CH:4][CH:3]=1.CCN(C(C)C)C(C)C.[C:49](Cl)([CH3:51])=[O:50], predict the reaction product. The product is: [C:49]([O:20][CH2:19][C:14]1[C:13]2[C:9]([O:8][CH2:1][C:2]3[CH:3]=[CH:4][CH:5]=[CH:6][CH:7]=3)=[N:10][N:11]([C:21]([C:28]3[CH:29]=[CH:30][CH:31]=[CH:32][CH:33]=3)([C:22]3[CH:27]=[CH:26][CH:25]=[CH:24][CH:23]=3)[C:34]3[CH:39]=[CH:38][CH:37]=[CH:36][CH:35]=3)[C:12]=2[CH:17]=[C:16]([Cl:18])[N:15]=1)(=[O:50])[CH3:51]. (5) Given the reactants [N+:1]([C:4]1[CH:11]=CC=[CH:8][C:5]=1CBr)([O-:3])=[O:2].C([NH2:15])CC.CCO[C:19]([CH3:21])=O.[CH2:22]1[CH2:26]O[CH2:24][CH2:23]1, predict the reaction product. The product is: [N+:1]([CH:4]([CH2:5][CH2:8][C:19]1[CH:21]=[CH:26][CH:22]=[CH:23][CH:24]=1)[CH2:11][NH2:15])([O-:3])=[O:2].